This data is from Forward reaction prediction with 1.9M reactions from USPTO patents (1976-2016). The task is: Predict the product of the given reaction. (1) Given the reactants [S:1](Cl)([CH3:4])(=[O:3])=[O:2].[C:6]([O:10][C:11]([N:13]1[CH2:18][CH:17]([CH2:19][OH:20])[CH2:16][CH:15]([N:21]2[C:30]3[CH:29]=[CH:28][CH:27]=[C:26]([Cl:31])[C:25]=3[C:24]3=[N:32][O:33][C:34]([CH3:35])=[C:23]3[C:22]2=[O:36])[CH2:14]1)=[O:12])([CH3:9])([CH3:8])[CH3:7], predict the reaction product. The product is: [C:6]([O:10][C:11]([N:13]1[CH2:18][CH:17]([CH2:19][O:20][S:1]([CH3:4])(=[O:3])=[O:2])[CH2:16][CH:15]([N:21]2[C:30]3[CH:29]=[CH:28][CH:27]=[C:26]([Cl:31])[C:25]=3[C:24]3=[N:32][O:33][C:34]([CH3:35])=[C:23]3[C:22]2=[O:36])[CH2:14]1)=[O:12])([CH3:9])([CH3:8])[CH3:7]. (2) Given the reactants Br[C:2]1[CH:32]=[CH:31][C:5]2[N:6]=[C:7]([NH:9][C:10]3[CH:15]=[C:14]([CH2:16][C:17]4[CH:22]=[CH:21][CH:20]=[CH:19][CH:18]=4)[N:13]=[C:12]([NH:23][C@H:24]4[CH2:29][CH2:28][C@H:27]([OH:30])[CH2:26][CH2:25]4)[N:11]=3)[S:8][C:4]=2[CH:3]=1.CC1(C)C(C)(C)OB([C:41]2[CH:42]=[N:43][O:44][CH:45]=2)O1.P([O-])([O-])([O-])=O.[K+].[K+].[K+], predict the reaction product. The product is: [O:44]1[CH:45]=[C:41]([C:2]2[CH:32]=[CH:31][C:5]3[N:6]=[C:7]([NH:9][C:10]4[CH:15]=[C:14]([CH2:16][C:17]5[CH:22]=[CH:21][CH:20]=[CH:19][CH:18]=5)[N:13]=[C:12]([NH:23][C@H:24]5[CH2:29][CH2:28][C@H:27]([OH:30])[CH2:26][CH2:25]5)[N:11]=4)[S:8][C:4]=3[CH:3]=2)[CH:42]=[N:43]1. (3) The product is: [Br:6][C:7]1[CH:12]=[CH:11][C:10]([CH2:13][O:14][C:18]2[C:23]([F:24])=[CH:22][CH:21]=[CH:20][N:19]=2)=[CH:9][CH:8]=1. Given the reactants CN(C)C=O.[Br:6][C:7]1[CH:12]=[CH:11][C:10]([CH2:13][OH:14])=[CH:9][CH:8]=1.[H-].[Na+].Cl[C:18]1[C:23]([F:24])=[CH:22][CH:21]=[CH:20][N:19]=1, predict the reaction product. (4) Given the reactants [C:1]([C:3]1[CH:21]=[C:20]([C:22]2[N:27]=[C:26]([NH:28][C:29]3[CH:34]=[CH:33][C:32]([N:35]4[CH2:40][CH2:39][O:38][CH2:37][CH2:36]4)=[CH:31][CH:30]=3)[N:25]=[CH:24][N:23]=2)[CH:19]=[CH:18][C:4]=1[O:5][C@@H:6]1[CH2:10][CH2:9][N:8](C(OC(C)(C)C)=O)[CH2:7]1)#[N:2], predict the reaction product. The product is: [O:38]1[CH2:37][CH2:36][N:35]([C:32]2[CH:33]=[CH:34][C:29]([NH:28][C:26]3[N:25]=[CH:24][N:23]=[C:22]([C:20]4[CH:19]=[CH:18][C:4]([O:5][C@@H:6]5[CH2:10][CH2:9][NH:8][CH2:7]5)=[C:3]([CH:21]=4)[C:1]#[N:2])[N:27]=3)=[CH:30][CH:31]=2)[CH2:40][CH2:39]1. (5) Given the reactants Br[C:2]1[CH:3]=[C:4]([CH:17]=[CH:18][CH:19]=1)[CH2:5][CH2:6][O:7][CH2:8][CH2:9][C:10]([O:12][C:13]([CH3:16])([CH3:15])[CH3:14])=[O:11].[CH3:20][N:21]1[C:25]([CH3:26])=[C:24](B2OC(C)(C)C(C)(C)O2)[CH:23]=[N:22]1, predict the reaction product. The product is: [CH3:20][N:21]1[C:25]([CH3:26])=[C:24]([C:2]2[CH:3]=[C:4]([CH:17]=[CH:18][CH:19]=2)[CH2:5][CH2:6][O:7][CH2:8][CH2:9][C:10]([O:12][C:13]([CH3:16])([CH3:15])[CH3:14])=[O:11])[CH:23]=[N:22]1.